This data is from Acute oral toxicity (LD50) regression data from Zhu et al.. The task is: Regression/Classification. Given a drug SMILES string, predict its toxicity properties. Task type varies by dataset: regression for continuous values (e.g., LD50, hERG inhibition percentage) or binary classification for toxic/non-toxic outcomes (e.g., AMES mutagenicity, cardiotoxicity, hepatotoxicity). Dataset: ld50_zhu. (1) The compound is CC1(CCO)CCOCO1. The rat oral LD50 is 1.22, given as -log10 of the dose in mol/kg body weight (higher means more acutely toxic). (2) The rat oral LD50 is 5.37, given as -log10 of the dose in mol/kg body weight (higher means more acutely toxic). The drug is CNC(=O)ON=C1SCSC1C. (3) The compound is CCOP(=S)(OCC)SCn1c(=O)oc2cc(Cl)ccc21. The rat oral LD50 is 3.64, given as -log10 of the dose in mol/kg body weight (higher means more acutely toxic). (4) The rat oral LD50 is 4.18, given as -log10 of the dose in mol/kg body weight (higher means more acutely toxic). The molecule is CN(C)c1c(Cl)c(Cl)c(Cl)c2[nH]c(C(F)(F)F)nc12.